This data is from Experimentally validated miRNA-target interactions with 360,000+ pairs, plus equal number of negative samples. The task is: Binary Classification. Given a miRNA mature sequence and a target amino acid sequence, predict their likelihood of interaction. (1) The miRNA is mmu-miR-181a-5p with sequence AACAUUCAACGCUGUCGGUGAGU. The protein sequence of the target gene is MFTELRSKLSPPRARAGAVRPGFGERPDVDASAHFSFCQTLLEHTVSAENIPCHLPRTPGTSLTWHDSRSQRASSSRPIKLLQQPGSEIPQARLYSDHYGLYHTSPSLGGLTRPVVLWSQQDVCKWLKKHCPHNYLVYVEAFSQHAITGRALLRLNADKLQRMGLTQEAQRQEVLQQVLHLQVREEGRSLKLLSQASFGNMS. Result: 1 (interaction). (2) The miRNA is hsa-miR-3686 with sequence AUCUGUAAGAGAAAGUAAAUGA. The protein sequence of the target gene is MPEPAKSAPAPKKGSKKAVTKAQKKDGKKRKRSRKESYSVYVYKVLKQVHPDTGISSKAMGIMNSFVNDIFERIAGEASRLAHYNKRSTITSREIQTAVRLLLPGELAKHAVSEGTKAVTKYTSSK. Result: 0 (no interaction). (3) The miRNA is rno-miR-152-3p with sequence UCAGUGCAUGACAGAACUUGG. The protein sequence of the target gene is MVPGARGGGALARAAGRGLLALLLAVSAPLRLQAEELGDGCGHLVTYQDSGTMTSKNYPGTYPNHTVCEKTITVPKGKRLILRLGDLDIESQTCASDYLLFTSSSDQYGPYCGSMTVPKELLLNTSEVTVRFESGSHISGRGFLLTYASSDHPDLITCLERASHYLKTEYSKFCPAGCRDVAGDISGNMVDGYRDTSLLCKAAIHAGIIADELGGQISVLQRKGISRYEGILANGVLSRDGSLSDKRFLFTSNGCSRSLSFEPDGQIRASSSWQSVNESGDQVHWSPGQARLQDQGPSWA.... Result: 0 (no interaction). (4) The miRNA is hsa-miR-205-3p with sequence GAUUUCAGUGGAGUGAAGUUC. The protein sequence of the target gene is MQVSVTLLGLLFTVAACSIHVLSQPDAVNAPLTCCYSFTGKMIPMSRLENYKRITSSRCPKEAVVFVTKLKREICADPNKEWVQKYIRKLDQNQVRSETTVFYKIASTLRTSAPLNVNLTHKSEANASTLFSTTTSSTSVEVTSMTEN. Result: 0 (no interaction).